From a dataset of Catalyst prediction with 721,799 reactions and 888 catalyst types from USPTO. Predict which catalyst facilitates the given reaction. (1) Reactant: [C:1]([O:5][C:6]([NH:8][CH2:9][C@H:10]1[CH2:15][CH2:14][C@H:13]([C:16]([NH:18][C@H:19]([C:37](=[O:50])[NH:38][C:39]2[CH:44]=[CH:43][C:42]([C:45]3[NH:49][N:48]=[N:47][N:46]=3)=[CH:41][CH:40]=2)[CH2:20][C:21]2[CH:22]=[CH:23][C:24]([CH3:36])=[C:25]([C:27]3[CH:32]=[CH:31][CH:30]=[C:29]([C:33](O)=[O:34])[CH:28]=3)[CH:26]=2)=[O:17])[CH2:12][CH2:11]1)=[O:7])([CH3:4])([CH3:3])[CH3:2].[NH2:51][CH2:52][CH2:53][O:54][CH2:55][CH2:56][O:57][CH2:58][CH2:59][OH:60].F[P-](F)(F)(F)(F)F.CN(C(ON1C2=NC=CC=C2N=N1)=[N+](C)C)C.C(N(CC)C(C)C)(C)C. Product: [OH:60][CH2:59][CH2:58][O:57][CH2:56][CH2:55][O:54][CH2:53][CH2:52][NH:51][C:33]([C:29]1[CH:28]=[C:27]([C:25]2[C:24]([CH3:36])=[CH:23][CH:22]=[C:21]([CH2:20][C@H:19]([NH:18][C:16]([C@H:13]3[CH2:12][CH2:11][C@H:10]([CH2:9][NH:8][C:6](=[O:7])[O:5][C:1]([CH3:2])([CH3:4])[CH3:3])[CH2:15][CH2:14]3)=[O:17])[C:37](=[O:50])[NH:38][C:39]3[CH:44]=[CH:43][C:42]([C:45]4[NH:46][N:47]=[N:48][N:49]=4)=[CH:41][CH:40]=3)[CH:26]=2)[CH:32]=[CH:31][CH:30]=1)=[O:34]. The catalyst class is: 7. (2) Reactant: [CH3:1][O:2][C:3](=[O:16])[C:4]1[CH:9]=[CH:8][C:7]([NH:10][CH2:11][CH3:12])=[C:6]([N+:13]([O-])=O)[CH:5]=1. Product: [CH3:1][O:2][C:3](=[O:16])[C:4]1[CH:9]=[CH:8][C:7]([NH:10][CH2:11][CH3:12])=[C:6]([NH2:13])[CH:5]=1. The catalyst class is: 515. (3) The catalyst class is: 18. Reactant: [NH2:1][N:2]1[CH:6]=[CH:5][C:4]([Cl:7])=[C:3]1[C:8]([NH2:10])=[O:9].N1CC[C@H]1C(O)=O.[C:18]([O:22][C:23]([N:25]1[CH2:29][CH2:28][CH2:27][C@H:26]1C(O)=O)=[O:24])([CH3:21])([CH3:20])[CH3:19].C([O-])([O-])=O.[Cs+].[Cs+].Br[CH2:40][CH:41]([F:43])[F:42]. Product: [Cl:7][C:4]1[CH:5]=[CH:6][N:2]2[C:3]=1[C:8](=[O:9])[N:10]([CH2:40][CH:41]([F:43])[F:42])[C:26]([C@@H:27]1[CH2:28][CH2:29][N:25]1[C:23]([O:22][C:18]([CH3:19])([CH3:20])[CH3:21])=[O:24])=[N:1]2. (4) Reactant: [CH2:1]([NH2:8])[C:2]1[CH:7]=[CH:6][CH:5]=[CH:4][CH:3]=1.C(N(CC)CC)C.Br[CH2:17][C:18]([C:20]1[CH:25]=[CH:24][C:23]([F:26])=[CH:22][CH:21]=1)=[O:19].[Cl-].[NH4+]. Product: [CH2:1]([NH:8][CH2:17][C:18]([C:20]1[CH:25]=[CH:24][C:23]([F:26])=[CH:22][CH:21]=1)=[O:19])[C:2]1[CH:7]=[CH:6][CH:5]=[CH:4][CH:3]=1. The catalyst class is: 2. (5) Reactant: [Na].[C:2]([C:4]1[C:9](=[O:10])[NH:8][C:7]([CH3:11])=[C:6]([C:12]([O:14][CH2:15][CH3:16])=[O:13])[CH:5]=1)#[N:3].Cl[CH2:18][O:19][CH2:20][CH2:21][Si:22]([CH3:25])([CH3:24])[CH3:23].CCN(C(C)C)C(C)C. Product: [C:2]([C:4]1[C:9](=[O:10])[N:8]([CH2:18][O:19][CH2:20][CH2:21][Si:22]([CH3:25])([CH3:24])[CH3:23])[C:7]([CH3:11])=[C:6]([C:12]([O:14][CH2:15][CH3:16])=[O:13])[CH:5]=1)#[N:3]. The catalyst class is: 2. (6) Product: [C:10]([O:14][C:15]([NH:17][C@@H:18]([CH2:22][N:23]([CH:29]1[CH2:30][CH2:31]1)[CH2:24][CH2:25][CH2:26][CH:27]=[CH2:28])[C:19]([OH:21])=[O:20])=[O:16])([CH3:13])([CH3:11])[CH3:12]. The catalyst class is: 10. Reactant: C(NC1CC1)CCC=C.[C:10]([O:14][C:15]([NH:17][C@@H:18]([CH2:22][N:23]([CH:29]1[CH2:31][CH2:30]1)[CH2:24][CH2:25][CH2:26][CH:27]=[CH2:28])[C:19]([OH:21])=[O:20])=[O:16])([CH3:13])([CH3:12])[CH3:11]. (7) Reactant: [C:1]1([NH:7][NH2:8])[CH:6]=[CH:5][CH:4]=[CH:3][CH:2]=1.C([O-])([O-])=O.[K+].[K+].Cl[C:16]([O:18][CH2:19][C:20]1[CH:25]=[CH:24][CH:23]=[CH:22][CH:21]=1)=[O:17].C[CH2:27][O:28][C:29](C)=[O:30]. Product: [C:1]1([N:7]([C:29]([O:28][CH3:27])=[O:30])[NH:8][C:16]([O:18][CH2:19][C:20]2[CH:25]=[CH:24][CH:23]=[CH:22][CH:21]=2)=[O:17])[CH:6]=[CH:5][CH:4]=[CH:3][CH:2]=1. The catalyst class is: 250. (8) Reactant: [C:1]1([CH:7]=[CH:8][C:9]2[CH:13]=[C:12]([CH2:14][CH2:15][CH:16]=O)[O:11][N:10]=2)[CH:6]=[CH:5][CH:4]=[CH:3][CH:2]=1.[CH2:18]([N:25]1[CH2:30][CH2:29][NH:28][CH2:27][CH2:26]1)[C:19]1[CH:24]=[CH:23][CH:22]=[CH:21][CH:20]=1.[BH-](OC(C)=O)(OC(C)=O)OC(C)=O.[Na+]. Product: [CH2:18]([N:25]1[CH2:30][CH2:29][N:28]([CH2:16][CH2:15][CH2:14][C:12]2[O:11][N:10]=[C:9]([CH:8]=[CH:7][C:1]3[CH:6]=[CH:5][CH:4]=[CH:3][CH:2]=3)[CH:13]=2)[CH2:27][CH2:26]1)[C:19]1[CH:20]=[CH:21][CH:22]=[CH:23][CH:24]=1. The catalyst class is: 2. (9) Reactant: [Cl-].O[NH3+:3].[C:4](=[O:7])([O-])[OH:5].[Na+].CS(C)=O.[CH2:13]([C:17]1[N:18]=[C:19]([CH3:51])[N:20]([CH2:39][C:40]2[C:48]3[O:47][C:46]([CH3:50])([CH3:49])[CH2:45][C:44]=3[CH:43]=[CH:42][CH:41]=2)[C:21](=[O:38])[C:22]=1[CH2:23][C:24]1[CH:29]=[CH:28][C:27]([C:30]2[C:31]([C:36]#[N:37])=[CH:32][CH:33]=[CH:34][CH:35]=2)=[CH:26][CH:25]=1)[CH2:14][CH2:15][CH3:16]. The catalyst class is: 13. Product: [CH2:13]([C:17]1[N:18]=[C:19]([CH3:51])[N:20]([CH2:39][C:40]2[C:48]3[O:47][C:46]([CH3:50])([CH3:49])[CH2:45][C:44]=3[CH:43]=[CH:42][CH:41]=2)[C:21](=[O:38])[C:22]=1[CH2:23][C:24]1[CH:25]=[CH:26][C:27]([C:30]2[CH:35]=[CH:34][CH:33]=[CH:32][C:31]=2[C:36]2[NH:3][C:4](=[O:7])[O:5][N:37]=2)=[CH:28][CH:29]=1)[CH2:14][CH2:15][CH3:16].